From a dataset of Forward reaction prediction with 1.9M reactions from USPTO patents (1976-2016). Predict the product of the given reaction. (1) Given the reactants [CH2:1]([C:3]1[S:28][C:6]2[N:7]([CH2:13][C:14]3[CH:19]=[CH:18][C:17]([C:20]4[C:21]([C:26]#[N:27])=[CH:22][CH:23]=[CH:24][CH:25]=4)=[CH:16][CH:15]=3)[C:8](=[O:12])[NH:9][C:10](=[O:11])[C:5]=2[CH:4]=1)[CH3:2].N(C(N1CCCCC1)=O)=NC(N1CCCCC1)=O.C(P(CCCC)CCCC)CCC.[CH3:60][O:61][C:62]1[CH:67]=[CH:66][C:65]([C:68]2([CH2:71]O)[CH2:70][CH2:69]2)=[CH:64][CH:63]=1, predict the reaction product. The product is: [CH2:1]([C:3]1[S:28][C:6]2[N:7]([CH2:13][C:14]3[CH:19]=[CH:18][C:17]([C:20]4[C:21]([C:26]#[N:27])=[CH:22][CH:23]=[CH:24][CH:25]=4)=[CH:16][CH:15]=3)[C:8](=[O:12])[N:9]([CH2:71][C:68]3([C:65]4[CH:64]=[CH:63][C:62]([O:61][CH3:60])=[CH:67][CH:66]=4)[CH2:70][CH2:69]3)[C:10](=[O:11])[C:5]=2[CH:4]=1)[CH3:2]. (2) Given the reactants [CH2:1]([O:3][C:4](=[O:25])[CH2:5][C:6]1[C:10]2[CH:11]=[CH:12][C:13]([O:15][CH2:16][C:17]3[CH:22]=[CH:21][C:20]([Cl:23])=[CH:19][C:18]=3[Cl:24])=[CH:14][C:9]=2S[CH:7]=1)[CH3:2].C1C=C(Cl)C=C(C(OO)=O)C=1.[O-:37][S:38]([O-:40])=O.[Na+].[Na+], predict the reaction product. The product is: [CH2:1]([O:3][C:4](=[O:25])[CH2:5][C:6]1[C:10]2[CH:9]=[CH:14][C:13]([O:15][CH2:16][C:17]3[CH:22]=[CH:21][C:20]([Cl:23])=[CH:19][C:18]=3[Cl:24])=[CH:12][C:11]=2[S:38](=[O:40])(=[O:37])[CH:7]=1)[CH3:2].